From a dataset of Full USPTO retrosynthesis dataset with 1.9M reactions from patents (1976-2016). Predict the reactants needed to synthesize the given product. (1) Given the product [Cl:1][C:2]1[CH:3]=[C:4]2[C:12](=[CH:13][CH:14]=1)[NH:11][C:10]1[CH:9]([NH:15][C:19](=[O:20])[C:18]3[CH:22]=[CH:23][CH:24]=[CH:25][C:17]=3[F:16])[CH2:8][CH2:7][CH2:6][C:5]2=1, predict the reactants needed to synthesize it. The reactants are: [Cl:1][C:2]1[CH:3]=[C:4]2[C:12](=[CH:13][CH:14]=1)[NH:11][C:10]1[CH:9]([NH2:15])[CH2:8][CH2:7][CH2:6][C:5]2=1.[F:16][C:17]1[CH:25]=[CH:24][CH:23]=[CH:22][C:18]=1[C:19](Cl)=[O:20]. (2) Given the product [Cl:1][C:2]1[CH:7]=[CH:6][C:5](/[C:8](=[CH:16]/[C:15]2[CH:18]=[CH:19][CH:20]=[C:13]([Cl:12])[CH:14]=2)/[C:9]#[N:10])=[C:4]([F:11])[CH:3]=1, predict the reactants needed to synthesize it. The reactants are: [Cl:1][C:2]1[CH:7]=[CH:6][C:5]([CH2:8][C:9]#[N:10])=[C:4]([F:11])[CH:3]=1.[Cl:12][C:13]1[CH:14]=[C:15]([CH:18]=[CH:19][CH:20]=1)[CH:16]=O.C[O-].[Na+]. (3) Given the product [Br:3][C:4]1[CH:11]=[C:8]2[C:9]([NH2:10])=[N:2][NH:1][C:7]2=[N:6][CH:5]=1, predict the reactants needed to synthesize it. The reactants are: [NH2:1][NH2:2].[Br:3][C:4]1[CH:5]=[N:6][C:7](OC)=[C:8]([CH:11]=1)[C:9]#[N:10]. (4) Given the product [CH2:1]([O:3][C:4]([C:6]1[C:7]([CH3:38])=[C:8]2[C:13](=[CH:14][C:15]=1[CH3:16])[N:12]=[C:11]([CH2:17][OH:18])[N:10]([C:26]1[CH:31]=[CH:30][CH:29]=[CH:28][C:27]=1[S:32](=[O:35])(=[O:36])[NH:33][CH3:34])[C:9]2=[O:37])=[O:5])[CH2:2][CH2:39][CH3:40], predict the reactants needed to synthesize it. The reactants are: [CH2:1]([O:3][C:4]([C:6]1[C:7]([CH3:38])=[C:8]2[C:13](=[CH:14][C:15]=1[CH3:16])[N:12]=[C:11]([CH2:17][O:18]CC1C=CC=CC=1)[N:10]([C:26]1[CH:31]=[CH:30][CH:29]=[CH:28][C:27]=1[S:32](=[O:36])(=[O:35])[NH:33][CH3:34])[C:9]2=[O:37])=[O:5])[CH3:2].[CH2:39](OC(=O)C1C(C)=CC(NC(=O)COCC2C=CC=CC=2)=C(C(O)=O)C=1C)[CH3:40].NC1C=CC=CC=1S(NC)(=O)=O.P(Cl)(Cl)Cl.C([O-])(O)=O.[Na+]. (5) The reactants are: O.[OH-].[Li+].C[O:5][C:6]([C:8]1[CH:47]=[CH:46][C:11]([CH2:12][CH:13](/[CH:26]=[CH:27]/[C:28]2[CH:33]=[CH:32][CH:31]=[CH:30][C:29]=2[O:34][CH2:35][CH2:36][CH2:37][CH2:38][CH2:39][N:40]2[CH2:44][CH2:43][O:42][C:41]2=[O:45])[CH2:14][CH2:15][C:16]2[CH:25]=[CH:24][C:19]([C:20]([O:22]C)=[O:21])=[CH:18][CH:17]=2)=[CH:10][CH:9]=1)=[O:7].Cl. Given the product [C:6]([C:8]1[CH:9]=[CH:10][C:11]([CH2:12][CH:13](/[CH:26]=[CH:27]/[C:28]2[CH:33]=[CH:32][CH:31]=[CH:30][C:29]=2[O:34][CH2:35][CH2:36][CH2:37][CH2:38][CH2:39][N:40]2[CH2:44][CH2:43][O:42][C:41]2=[O:45])[CH2:14][CH2:15][C:16]2[CH:17]=[CH:18][C:19]([C:20]([OH:22])=[O:21])=[CH:24][CH:25]=2)=[CH:46][CH:47]=1)([OH:7])=[O:5], predict the reactants needed to synthesize it. (6) The reactants are: [C:1]([OH:6])(=[O:5])[C@H:2]([CH3:4])[OH:3].[C:7]([OH:12])(=[O:11])[C@@H:8]([CH3:10])[OH:9]. Given the product [CH3:4][C@@H:2]1[O:3][C:7](=[O:11])[C@H:8]([CH3:10])[O:6][C:1]1=[O:5].[CH3:10][CH:8]1[O:9][C:1](=[O:5])[CH:2]([CH3:4])[O:12][C:7]1=[O:11], predict the reactants needed to synthesize it. (7) Given the product [I:1][C:2]1[C:10]2[C:5](=[N:6][CH:7]=[N:8][C:9]=2[NH2:11])[N:4]([CH2:15][C:16]2[C:17]([C:27]3[CH:32]=[CH:31][CH:30]=[CH:29][C:28]=3[C:33]([F:36])([F:35])[F:34])=[N:18][C:19]3[C:24]([CH:25]=2)=[CH:23][CH:22]=[CH:21][C:20]=3[CH3:26])[N:3]=1, predict the reactants needed to synthesize it. The reactants are: [I:1][C:2]1[C:10]2[C:5](=[N:6][CH:7]=[N:8][C:9]=2[NH2:11])[NH:4][N:3]=1.[H-].[Na+].Cl[CH2:15][C:16]1[C:17]([C:27]2[CH:32]=[CH:31][CH:30]=[CH:29][C:28]=2[C:33]([F:36])([F:35])[F:34])=[N:18][C:19]2[C:24]([CH:25]=1)=[CH:23][CH:22]=[CH:21][C:20]=2[CH3:26].